From a dataset of Forward reaction prediction with 1.9M reactions from USPTO patents (1976-2016). Predict the product of the given reaction. (1) Given the reactants [CH2:1]([C:3]1[O:7][CH:6]=[N:5][C:4]=1[C:8]([O:10]CC)=[O:9])[CH3:2].[OH-].[Na+], predict the reaction product. The product is: [CH2:1]([C:3]1[O:7][CH:6]=[N:5][C:4]=1[C:8]([OH:10])=[O:9])[CH3:2]. (2) The product is: [N+:31]([C:28]1[CH:29]=[CH:30][C:25]([N:4]2[CH2:5][CH2:6][N:1]([C:11]([O:13][C:14]([CH3:17])([CH3:16])[CH3:15])=[O:12])[CH:2]([C:7]([O:9][CH3:10])=[O:8])[CH2:3]2)=[CH:26][CH:27]=1)([O-:33])=[O:32]. Given the reactants [N:1]1([C:11]([O:13][C:14]([CH3:17])([CH3:16])[CH3:15])=[O:12])[CH2:6][CH2:5][NH:4][CH2:3][CH:2]1[C:7]([O:9][CH3:10])=[O:8].C([O-])([O-])=O.[K+].[K+].F[C:25]1[CH:30]=[CH:29][C:28]([N+:31]([O-:33])=[O:32])=[CH:27][CH:26]=1, predict the reaction product. (3) Given the reactants ClC([SiH3])(Cl)Cl.BrC(Br)C.[C:10]([N:17]1[CH2:20][CH:19](I)[CH2:18]1)([O:12][C:13]([CH3:16])([CH3:15])[CH3:14])=[O:11].Br[C:23]1[CH:41]=[CH:40][C:26]([CH2:27][C@@H:28]2[C:33]([CH3:35])([CH3:34])[O:32][C:31]([O:36][CH3:37])=[N:30][S:29]2(=[O:39])=[O:38])=[C:25]([F:42])[CH:24]=1, predict the reaction product. The product is: [C:13]([O:12][C:10]([N:17]1[CH2:20][CH:19]([C:23]2[CH:41]=[CH:40][C:26]([CH2:27][C@@H:28]3[C:33]([CH3:35])([CH3:34])[O:32][C:31]([O:36][CH3:37])=[N:30][S:29]3(=[O:39])=[O:38])=[C:25]([F:42])[CH:24]=2)[CH2:18]1)=[O:11])([CH3:16])([CH3:15])[CH3:14]. (4) The product is: [F:5][C:6]([F:17])([F:16])[C:7]1[CH:15]=[CH:14][C:10]([C:11]([O:18][CH2:2][Cl:4])=[O:12])=[CH:9][CH:8]=1. Given the reactants Cl[CH:2]([Cl:4])C.[F:5][C:6]([F:17])([F:16])[C:7]1[CH:15]=[CH:14][C:10]([C:11](Cl)=[O:12])=[CH:9][CH:8]=1.[O:18]1CCCOO1, predict the reaction product. (5) Given the reactants [I-].[Cl-:2].[I-].[CH3:4][C:5]([CH3:44])([CH2:32][CH2:33][CH2:34][CH2:35][CH2:36][CH2:37][CH2:38][CH2:39][CH2:40][CH2:41]CC)[C:6]([O:8][CH2:9][N+:10]1([CH3:31])[CH2:15][CH2:14][N:13]([C:16]2[C:17]3[CH:29]=[C:28]([CH3:30])[S:27][C:18]=3[NH:19][C:20]3[CH:26]=[CH:25][CH:24]=[CH:23][C:21]=3[N:22]=2)[CH2:12][CH2:11]1)=[O:7].[I-].CC(C)(CCCCCCCCCC)C(OC[N+]1(C)CCN(C2C3C=C(C)SC=3NC3C=CC=CC=3N=2)CC1)=O, predict the reaction product. The product is: [Cl-:2].[CH3:4][C:5]([CH3:44])([CH2:32][CH2:33][CH2:34][CH2:35][CH2:36][CH2:37][CH2:38][CH2:39][CH2:40][CH3:41])[C:6]([O:8][CH2:9][N+:10]1([CH3:31])[CH2:15][CH2:14][N:13]([C:16]2[C:17]3[CH:29]=[C:28]([CH3:30])[S:27][C:18]=3[NH:19][C:20]3[CH:26]=[CH:25][CH:24]=[CH:23][C:21]=3[N:22]=2)[CH2:12][CH2:11]1)=[O:7].